Predict the reaction yield, written as a fraction of the theoretical maximum amount of product (1.0 means a 100% yield; for example, 0.34 means a 34% yield). From a dataset of Reaction yield outcomes from USPTO patents with 853,638 reactions. (1) The reactants are [CH2:1]([P:17](=[O:20])([OH:19])[OH:18])[CH2:2][CH2:3][CH2:4][CH2:5][CH2:6][CH2:7][CH2:8][CH2:9][CH2:10][CH2:11][CH2:12][CH2:13][CH2:14][CH2:15][CH3:16].[OH-].[Na+:22]. The catalyst is CCCCCC. The product is [Na+:22].[Na+:22].[CH2:1]([P:17](=[O:18])([O-:20])[O-:19])[CH2:2][CH2:3][CH2:4][CH2:5][CH2:6][CH2:7][CH2:8][CH2:9][CH2:10][CH2:11][CH2:12][CH2:13][CH2:14][CH2:15][CH3:16]. The yield is 0.970. (2) The reactants are [CH3:1][N:2]1[CH:6]=[C:5](B2OC(C)(C)C(C)(C)O2)[CH:4]=[N:3]1.Cl[C:17]1[CH:22]=[C:21]([O:23][C:24]2[CH:25]=[CH:26][C:27]([C:31]3[C:32]([O:39][CH3:40])=[N:33][C:34]([S:37][CH3:38])=[N:35][CH:36]=3)=[N:28][C:29]=2[CH3:30])[CH:20]=[CH:19][N:18]=1.C([O-])([O-])=O.[K+].[K+]. The catalyst is C1C=CC([P]([Pd]([P](C2C=CC=CC=2)(C2C=CC=CC=2)C2C=CC=CC=2)([P](C2C=CC=CC=2)(C2C=CC=CC=2)C2C=CC=CC=2)[P](C2C=CC=CC=2)(C2C=CC=CC=2)C2C=CC=CC=2)(C2C=CC=CC=2)C2C=CC=CC=2)=CC=1.O1CCOCC1.O. The product is [CH3:40][O:39][C:32]1[C:31]([C:27]2[CH:26]=[CH:25][C:24]([O:23][C:21]3[CH:22]=[CH:17][N:18]=[C:19]([C:5]4[CH:4]=[N:3][N:2]([CH3:1])[CH:6]=4)[CH:20]=3)=[C:29]([CH3:30])[N:28]=2)=[CH:36][N:35]=[C:34]([S:37][CH3:38])[N:33]=1. The yield is 0.980. (3) The reactants are Cl[C:2]1[CH:7]=[C:6]([CH3:8])[N:5]=[C:4]([CH3:9])[CH:3]=1.[CH3:10][NH:11][CH2:12][CH2:13][OH:14]. The catalyst is Cl.O. The product is [CH3:8][C:6]1[CH:7]=[C:2]([N:11]([CH2:12][CH2:13][OH:14])[CH3:10])[CH:3]=[C:4]([CH3:9])[N:5]=1. The yield is 0.900. (4) The reactants are [CH2:1]([C:9]1[C:17]2[S:18][CH:19]=[CH:20][C:16]=2[C:15]([CH2:21][CH2:22][CH2:23][CH2:24][CH2:25][CH2:26][CH2:27][CH3:28])=[C:11]2[S:12][CH:13]=[CH:14][C:10]=12)[CH2:2][CH2:3][CH2:4][CH2:5][CH2:6][CH2:7][CH3:8].C([Li])CCC.[CH3:34][Sn:35](Cl)([CH3:37])[CH3:36]. The catalyst is C1COCC1. The product is [CH3:34][Sn:35]([CH3:37])([CH3:36])[C:13]1[S:12][C:11]2=[C:15]([CH2:21][CH2:22][CH2:23][CH2:24][CH2:25][CH2:26][CH2:27][CH3:28])[C:16]3[CH:20]=[C:19]([Sn:35]([CH3:37])([CH3:36])[CH3:34])[S:18][C:17]=3[C:9]([CH2:1][CH2:2][CH2:3][CH2:4][CH2:5][CH2:6][CH2:7][CH3:8])=[C:10]2[CH:14]=1. The yield is 0.680. (5) The product is [C:12]([O:11][C:9](=[O:10])[N:5]([CH2:6][CH2:7][Cl:8])[CH2:4][CH2:3][Cl:2])([CH3:15])([CH3:14])[CH3:13]. The yield is 0.550. The reactants are Cl.[Cl:2][CH2:3][CH2:4][NH:5][CH2:6][CH2:7][Cl:8].[C:9](O[C:9]([O:11][C:12]([CH3:15])([CH3:14])[CH3:13])=[O:10])([O:11][C:12]([CH3:15])([CH3:14])[CH3:13])=[O:10]. The catalyst is C(Cl)Cl.O.